Dataset: Cav3 T-type calcium channel HTS with 100,875 compounds. Task: Binary Classification. Given a drug SMILES string, predict its activity (active/inactive) in a high-throughput screening assay against a specified biological target. (1) The compound is Clc1c(OCCCC(OCc2c(onc2C)C)=O)ccc(Cl)c1. The result is 0 (inactive). (2) The compound is S1c2c(N(CC)C(=O)C1)cc(cc2)C(=O)NCCCC. The result is 0 (inactive). (3) The drug is S(c1c2c(n(CCNC(=O)c3sccc3)c1)cccc2)CC(=O)N. The result is 0 (inactive).